From a dataset of Experimentally validated miRNA-target interactions with 360,000+ pairs, plus equal number of negative samples. Binary Classification. Given a miRNA mature sequence and a target amino acid sequence, predict their likelihood of interaction. (1) The miRNA is hsa-miR-10a-5p with sequence UACCCUGUAGAUCCGAAUUUGUG. The protein sequence of the target gene is MALSWLQRVELALFAAAFLCGAVAAAAMTRTQGSFSGRCPLYGVATLNGSSLALSRPSAPSLCYFVAGASGLLALYCLLLLLFWIYSSCIEDSHRGAIGLRIALAISAIAVFLVLVSACILRFGTRSLCNSIISLNTTISCSEAQKIPWTPPGTALQFYSNLHNAETSSWVNLVLWCVVLVLQVVQWKSEATPYRPLERGDPEWSSETDALVGSRLSHS. Result: 1 (interaction). (2) The miRNA is hsa-miR-6859-5p with sequence GAGAGGAACAUGGGCUCAGGACA. The protein sequence of the target gene is MKNQLRGPPARAHMSTSGAAAAGGTRAGSEPGAGSGSGAGTGAGAATGAGAMPCKSAEWLQEELEARGGASLLLLDCRPHELFESSHIETAINLAIPGLMLRRLRKGNLPIRSIIPNHADKERFATRCKAATVLLYDEATAEWQPEPGAPASVLGLLLQKLRDDGCQAYYLQGGFNKFQTEYSEHCETNVDSSSSPSSSPPTSVLGLGGLRISSDCSDGESDRELPSSATESDGSPVPSSQPAFPVQILPYLYLGCAKDSTNLDVLGKYGIKYILNVTPNLPNAFEHGGEFTYKQIPISD.... Result: 1 (interaction). (3) The miRNA is mmu-miR-129-1-3p with sequence AAGCCCUUACCCCAAAAAGUAU. The protein sequence of the target gene is MNALVRRCVARAGLPCIWRGKCYSSGNEPAESNQVTPMLRHLMYKIKSTGPITVAEYMKEVLTNPAKGYYVHQDMLGEKGDFITSPEISQIFGELLGVWFVSEWIASGKSPAFQLVELGPGRGTLTADILRVFSQLGSVLKTCAISIHLVEVSQKLSEIQALTLAEEKVPLERDAESLVYMKGVTKSGIPVSWYRDLKDVPEGYSLYLAHEFFDVLPVHKFQKTPRGWREVFVDVDPQASDKLRFVLAPCATPAEAFIQRDERREHVEVCPDAGVIIQELSQRIASTGGAALIADYGHDG.... Result: 1 (interaction). (4) The miRNA is mmu-miR-30c-5p with sequence UGUAAACAUCCUACACUCUCAGC. The protein sequence of the target gene is MVIMSEFSAVPSGTGQGQQKPLRVGFYDVERTLGKGNFAVVKLARHRVTKTQVAIKIIDKTRLDSSNLEKIYREVQLMKLLNHPNIIKLYQVMETKDMLYIVTEFAKNGEMFDYLTSNGHLSENEARQKFWQILSAVEYCHNHHIVHRDLKTENLLLDSNMDIKLADFGFGNFYKPGEPLSTWCGSPPYAAPEVFEGKEYEGPQLDVWSLGVVLYVLVCGSLPFDGPNLPTLRQRVLEGRFRIPFFMSQDCETLIRRMLVVDPAKRITIAQIRQHRWMQADPTLLQQDDPAFDMQGYTSN.... Result: 0 (no interaction). (5) The protein sequence of the target gene is MDLANHGLILLQQLNAQREFGFLCDCTVAIGDVYFKAHKSVLASFSNYFKMLFVHQTSECVRLKPTDIQPDIFSYLLHLMYTGKMAPQLIDPVRLEQGIKFLHAYPLIQEASLASQGAFSHPDQVFPLASSLYGIQIADHQLRQATKIASAPEKLGRDPRPQTSRISQEQVPEASQLSQLTSNLAQVNRTNMTPSDPLQTSLSPELVSTPVPPPPPGEETNLEASSSDEQPASLTIAHVKPSIMKRNGSFPKYYACHLCGRRFTLRSSLREHLQIHTGVPFTSSQQGESRVPLTLCSNAA.... Result: 0 (no interaction). The miRNA is bta-miR-26a with sequence UUCAAGUAAUCCAGGAUAGGCU. (6) The miRNA is mmu-miR-425-5p with sequence AAUGACACGAUCACUCCCGUUGA. The protein sequence of the target gene is MATKEKLQCLKDFHKDILKPSPGKSPGTRPEDEADGKPPQREKWSSKIDFVLSVAGGFVGLGNVWRFPYLCYKNGGGAFLIPYFIFLFGSGLPVFFLEVIIGQYTSEGGITCWEKICPLFSGIGYASIVIVSLLNVYYIVILAWATYYLFHSFQKDLPWAHCNHSWNTPQCMEDTLRRNESHWVSLSTANFTSPVIEFWERNVLSLSSGIDNPGSLKWDLALCLLLVWLVCFFCIWKGVRSTGKVVYFTATFPFAMLLVLLVRGLTLPGAGEGIKFYLYPDISRLGDPQVWIDAGTQIFF.... Result: 1 (interaction). (7) The miRNA is hsa-miR-1304-5p with sequence UUUGAGGCUACAGUGAGAUGUG. The protein sequence of the target gene is MLGLCGQRLPAAWVLLLLPFLPLLLLAAPAPHRASYKPVIVVHGLFDSSYSFRHLLEYINETHPGTVVTVLDLFDGRESLRPLWEQVQGFREAVVPIMAKAPQGVHLICYSQGGLVCRALLSVMDDHNVDSFISLSSPQMGQYGDTDYLKWLFPTSMRSNLYRICYSPWGQEFSICNYWHDPHHDDLYLNASSFLALINGERDHPNATVWRKNFLRVGHLVLIGGPDDGVITPWQSSFFGFYDANETVLEMEEQLVYLRDSFGLKTLLARGAIVRCPMAGISHTAWHSNRTLYETCIEPW.... Result: 0 (no interaction). (8) The miRNA is hsa-miR-6769a-5p with sequence AGGUGGGUAUGGAGGAGCCCU. The protein sequence of the target gene is METGTAPLVAPPRRHGAPAAPSPPPRGSRAGPVVVVAPGPPVTTATSAPVTLVAPGEARPAWVPGSAETSAPAPAPAPAPAPAVTGSTVVVLTLEASPEAPKPQLPSGPESPEPAAVAGVETSRALAAGADSPKTEEARPSPAPGPGTPTGTPTRTPSRTAPGALTAKPPLAPKPGTTVASGVTARSASGQVTGGHGAAAATSASAGQAPEDPSGPGTGPSGTCEAPVAVVTVTPAPEPAENSQDLGSTSSLGPGISGPRGQAPDTLSYLDSVSLMSGTLESLADDVSSMGSDSEINGLA.... Result: 0 (no interaction).